Dataset: Full USPTO retrosynthesis dataset with 1.9M reactions from patents (1976-2016). Task: Predict the reactants needed to synthesize the given product. (1) Given the product [F:32][CH:2]([F:1])[C:3]1[N:8]=[C:7]([C:9]2[C:14]([C:15]3[CH:16]=[C:17]4[C:21](=[CH:22][CH:23]=3)[NH:20][N:19]=[CH:18]4)=[CH:13][CH:12]=[CH:11][N:10]=2)[CH:6]=[CH:5][CH:4]=1, predict the reactants needed to synthesize it. The reactants are: [F:1][CH:2]([F:32])[C:3]1[N:8]=[C:7]([C:9]2[C:14]([C:15]3[CH:16]=[C:17]4[C:21](=[CH:22][CH:23]=3)[N:20](COCC[Si](C)(C)C)[N:19]=[CH:18]4)=[CH:13][CH:12]=[CH:11][N:10]=2)[CH:6]=[CH:5][CH:4]=1.C(O)(C(F)(F)F)=O.[OH-].[NH4+]. (2) Given the product [Cl:25][C:2]1[C:7]([CH2:8][CH2:9][C:10]([O:12][CH2:13][CH3:14])=[O:11])=[CH:6][N:5]=[C:4](/[CH:15]=[CH:16]/[C:17]2[CH:22]=[CH:21][CH:20]=[CH:19][CH:18]=2)[N:3]=1, predict the reactants needed to synthesize it. The reactants are: O[C:2]1[C:7]([CH2:8][CH2:9][C:10]([O:12][CH2:13][CH3:14])=[O:11])=[CH:6][N:5]=[C:4](/[CH:15]=[CH:16]/[C:17]2[CH:22]=[CH:21][CH:20]=[CH:19][CH:18]=2)[N:3]=1.O=P(Cl)(Cl)[Cl:25]. (3) Given the product [C:24]([C:8]1[CH:7]=[N:6][N:5]2[CH:27]=[C:2]([C:32]3[CH:31]=[N:30][N:29]([CH3:28])[CH:33]=3)[N:3]=[C:4]2[C:9]=1[NH:10][C@H:11]1[C@@H:15]([CH3:16])[CH2:14][N:13]([C:17]([O:19][C:20]([CH3:23])([CH3:22])[CH3:21])=[O:18])[CH2:12]1)(=[O:26])[NH2:25], predict the reactants needed to synthesize it. The reactants are: Br[C:2]1[N:3]=[C:4]2[C:9]([NH:10][C@H:11]3[C@@H:15]([CH3:16])[CH2:14][N:13]([C:17]([O:19][C:20]([CH3:23])([CH3:22])[CH3:21])=[O:18])[CH2:12]3)=[C:8]([C:24](=[O:26])[NH2:25])[CH:7]=[N:6][N:5]2[CH:27]=1.[CH3:28][N:29]1[CH:33]=[C:32](B2OC(C)(C)C(C)(C)O2)[CH:31]=[N:30]1.P([O-])([O-])([O-])=O.[K+].[K+].[K+]. (4) Given the product [C:1]([N:38]1[CH2:37][CH2:36][N:35]([S:32]([NH:31][C:29]2[CH:28]=[C:27]([O:41][CH3:42])[N:26]=[C:25]([S:24][CH2:23][C:17]3[CH:18]=[CH:19][CH:20]=[C:21]([F:22])[C:16]=3[F:15])[N:30]=2)(=[O:34])=[O:33])[CH2:40][CH2:39]1)(=[O:3])[CH3:2], predict the reactants needed to synthesize it. The reactants are: [C:1](OC(=O)C)(=[O:3])[CH3:2].FC(F)(F)C(O)=O.[F:15][C:16]1[C:21]([F:22])=[CH:20][CH:19]=[CH:18][C:17]=1[CH2:23][S:24][C:25]1[N:30]=[C:29]([NH:31][S:32]([N:35]2[CH2:40][CH2:39][NH:38][CH2:37][CH2:36]2)(=[O:34])=[O:33])[CH:28]=[C:27]([O:41][CH3:42])[N:26]=1.C(N(CC)C(C)C)(C)C. (5) Given the product [CH2:1]([O:3][C:4]([N:6]1[CH2:11][CH2:10][CH:9]([N:12]2[C:13]3[CH:18]=[CH:17][C:16]([CH3:19])=[CH:15][C:14]=3[N:20]=[C:15]2[CH:16]([CH3:19])[CH3:17])[CH:8]([O:21][CH3:22])[CH2:7]1)=[O:5])[CH3:2], predict the reactants needed to synthesize it. The reactants are: [CH2:1]([O:3][C:4]([N:6]1[CH2:11][CH2:10][CH:9]([NH:12][C:13]2[CH:18]=[CH:17][C:16]([CH3:19])=[CH:15][C:14]=2[NH2:20])[CH:8]([O:21][CH3:22])[CH2:7]1)=[O:5])[CH3:2].C([O-])(O)=O.[Na+]. (6) Given the product [Cl:32][C:31]1[C:26]([N:23]2[C:19]3=[N:20][CH:21]=[N:22][C:17]([O:3][C@@H:4]([CH2:9][O:10][C@H:11]([CH3:15])[CH2:12][O:13][CH3:14])[C:5]([O:7][CH3:8])=[O:6])=[C:18]3[CH:25]=[N:24]2)=[N:27][CH:28]=[CH:29][CH:30]=1, predict the reactants needed to synthesize it. The reactants are: [H-].[Na+].[OH:3][C@@H:4]([CH2:9][O:10][C@H:11]([CH3:15])[CH2:12][O:13][CH3:14])[C:5]([O:7][CH3:8])=[O:6].Cl[C:17]1[N:22]=[CH:21][N:20]=[C:19]2[N:23]([C:26]3[C:31]([Cl:32])=[CH:30][CH:29]=[CH:28][N:27]=3)[N:24]=[CH:25][C:18]=12.